This data is from Retrosynthesis with 50K atom-mapped reactions and 10 reaction types from USPTO. The task is: Predict the reactants needed to synthesize the given product. (1) Given the product N#Cc1cccc(CN2CCN(c3cccc(NC(=O)c4ccccc4-c4ccc(C(F)(F)F)cc4)c3)CC2)c1, predict the reactants needed to synthesize it. The reactants are: N#Cc1cccc(CBr)c1.O=C(Nc1cccc(N2CCNCC2)c1)c1ccccc1-c1ccc(C(F)(F)F)cc1. (2) Given the product CCOC(=O)c1cccc(NC(=O)c2c(F)cccc2F)c1, predict the reactants needed to synthesize it. The reactants are: CCOC(=O)c1cccc(N)c1.O=C(Cl)c1c(F)cccc1F. (3) The reactants are: COCCCNC(=O)c1ccc(Cl)nc1.NN. Given the product COCCCNC(=O)c1ccc(NN)nc1, predict the reactants needed to synthesize it.